From a dataset of Peptide-MHC class I binding affinity with 185,985 pairs from IEDB/IMGT. Regression. Given a peptide amino acid sequence and an MHC pseudo amino acid sequence, predict their binding affinity value. This is MHC class I binding data. (1) The peptide sequence is TTFPVNGGY. The MHC is HLA-B51:01 with pseudo-sequence HLA-B51:01. The binding affinity (normalized) is 0.0847. (2) The peptide sequence is CTFMIITSTK. The MHC is HLA-A02:01 with pseudo-sequence HLA-A02:01. The binding affinity (normalized) is 0.304. (3) The MHC is HLA-C06:02 with pseudo-sequence HLA-C06:02. The peptide sequence is RRAARAEYL. The binding affinity (normalized) is 0.533.